From a dataset of Full USPTO retrosynthesis dataset with 1.9M reactions from patents (1976-2016). Predict the reactants needed to synthesize the given product. (1) The reactants are: C[C:2]([N:5]([C@@H:9]1[CH2:14][C@@H:13]([CH3:15])[CH2:12][N:11]([CH2:16][C:17]2[CH:22]=[CH:21][CH:20]=[CH:19][CH:18]=2)[CH2:10]1)[C:6](=[O:8])[O-:7])(C)C.[H-].[Na+].CI.C([O-])(O)=O.[Na+]. Given the product [CH3:2][N:5]([C@@H:9]1[CH2:14][C@@H:13]([CH3:15])[CH2:12][N:11]([CH2:16][C:17]2[CH:22]=[CH:21][CH:20]=[CH:19][CH:18]=2)[CH2:10]1)[C:6](=[O:8])[O:7][C:13]([CH3:15])([CH3:14])[CH3:12], predict the reactants needed to synthesize it. (2) Given the product [F:20][C:19]1[CH:18]=[CH:17][CH:16]=[C:15]([F:21])[C:14]=1[CH:6]([NH2:3])[CH3:7], predict the reactants needed to synthesize it. The reactants are: C([N:3]([CH2:6][CH3:7])CC)C.Cl.NO.CC([C:14]1[C:19]([F:20])=[CH:18][CH:17]=[CH:16][C:15]=1[F:21])=O. (3) Given the product [O:7]=[C:4]1[O:5][N:3]=[C:33]([C:28]2[CH:29]=[CH:30][CH:31]=[CH:32][C:27]=2[C:24]2[CH:23]=[CH:22][C:21]([CH2:20][C:19]3[C:14](=[O:13])[N:15]([C@H:41]4[CH2:46][CH2:45][C@H:44]([NH:47][CH:48]5[CH2:53][CH2:52][O:51][CH2:50][CH2:49]5)[CH2:43][CH2:42]4)[C:16]4[N:17]([N:38]=[CH:39][N:40]=4)[C:18]=3[CH2:35][CH2:36][CH3:37])=[CH:26][CH:25]=2)[NH:34]1, predict the reactants needed to synthesize it. The reactants are: [Cl-].O[NH3+:3].[C:4](=[O:7])([O-])[OH:5].[Na+].CS(C)=O.[O:13]=[C:14]1[C:19]([CH2:20][C:21]2[CH:26]=[CH:25][C:24]([C:27]3[C:28]([C:33]#[N:34])=[CH:29][CH:30]=[CH:31][CH:32]=3)=[CH:23][CH:22]=2)=[C:18]([CH2:35][CH2:36][CH3:37])[N:17]2[N:38]=[CH:39][N:40]=[C:16]2[N:15]1[C@H:41]1[CH2:46][CH2:45][C@H:44]([NH:47][CH:48]2[CH2:53][CH2:52][O:51][CH2:50][CH2:49]2)[CH2:43][CH2:42]1. (4) Given the product [C:28]1([CH:21]([C:22]2[CH:23]=[CH:24][CH:25]=[CH:26][CH:27]=2)[CH2:20][CH2:19][N:16]2[CH2:15][CH2:14][CH:13]([NH:12][C:10]([CH2:9][C:6]3[CH:5]=[CH:4][C:3]([C:1]([NH2:2])=[O:35])=[CH:8][CH:7]=3)=[O:11])[CH2:18][CH2:17]2)[CH:29]=[CH:30][CH:31]=[CH:32][CH:33]=1, predict the reactants needed to synthesize it. The reactants are: [C:1]([C:3]1[CH:8]=[CH:7][C:6]([CH2:9][C:10]([NH:12][CH:13]2[CH2:18][CH2:17][N:16]([CH2:19][CH2:20][CH:21]([C:28]3[CH:33]=[CH:32][CH:31]=[CH:30][CH:29]=3)[C:22]3[CH:27]=[CH:26][CH:25]=[CH:24][CH:23]=3)[CH2:15][CH2:14]2)=[O:11])=[CH:5][CH:4]=1)#[N:2].S(=O)(=O)(O)[OH:35].C([O-])(O)=O.[Na+]. (5) The reactants are: C(OC(=O)[NH:7][CH2:8][CH2:9][N:10]1[C:18]([C:19]2[CH:24]=[CH:23][CH:22]=[C:21]([Cl:25])[CH:20]=2)=[C:17]2[C:12]([N:13]([CH3:29])[C:14](=[O:28])[N:15]([CH3:27])[C:16]2=[O:26])=[CH:11]1)(C)(C)C.C(O)(C(F)(F)F)=O. Given the product [NH2:7][CH2:8][CH2:9][N:10]1[C:18]([C:19]2[CH:24]=[CH:23][CH:22]=[C:21]([Cl:25])[CH:20]=2)=[C:17]2[C:12]([N:13]([CH3:29])[C:14](=[O:28])[N:15]([CH3:27])[C:16]2=[O:26])=[CH:11]1, predict the reactants needed to synthesize it. (6) Given the product [C:44]([O:52][C@@H:53]1[C@@H:58]([O:59][C@@:19]2([C:27]([O:29][CH3:30])=[O:28])[O:18][C@@H:17]([C@H:11]3[C@@H:10]([CH2:9][O:8][CH2:1][C:2]4[CH:3]=[CH:4][CH:5]=[CH:6][CH:7]=4)[O:14][C:13]([CH3:16])([CH3:15])[O:12]3)[C@@H:22]3[NH:23][C:24](=[O:26])[O:25][C@H:21]3[CH2:20]2)[C@@H:57]([OH:60])[C@@H:56]([CH2:61][O:62][CH2:63][C:64]2[CH:69]=[CH:68][CH:67]=[CH:66][CH:65]=2)[O:55][C@H:54]1[S:70][C:71]1[CH:76]=[CH:75][C:74]([CH3:77])=[CH:73][CH:72]=1)(=[O:51])[C:45]1[CH:46]=[CH:47][CH:48]=[CH:49][CH:50]=1, predict the reactants needed to synthesize it. The reactants are: [CH2:1]([O:8][CH2:9][C@H:10]1[O:14][C:13]([CH3:16])([CH3:15])[O:12][C@H:11]1[C@H:17]1[C@@H:22]2[NH:23][C:24](=[O:26])[O:25][C@H:21]2[CH2:20][C@:19](OP(OCCCC)(OCCCC)=O)([C:27]([O:29][CH3:30])=[O:28])[O:18]1)[C:2]1[CH:7]=[CH:6][CH:5]=[CH:4][CH:3]=1.[C:44]([O:52][C@@H:53]1[C@@H:58]([OH:59])[C@@H:57]([OH:60])[C@@H:56]([CH2:61][O:62][CH2:63][C:64]2[CH:69]=[CH:68][CH:67]=[CH:66][CH:65]=2)[O:55][C@H:54]1[S:70][C:71]1[CH:76]=[CH:75][C:74]([CH3:77])=[CH:73][CH:72]=1)(=[O:51])[C:45]1[CH:50]=[CH:49][CH:48]=[CH:47][CH:46]=1.[Si](OS(C(F)(F)F)(=O)=O)(C)(C)C.C(N(CC)CC)C. (7) Given the product [C:12]([O:11][C:9]([NH:3][C:4]1([CH2:5][C:2]([OH:20])=[O:1])[CH2:8][CH2:7][CH2:6]1)=[O:10])([CH3:15])([CH3:14])[CH3:13], predict the reactants needed to synthesize it. The reactants are: [O:1]=[C:2]1[CH2:5][C:4]2([CH2:8][CH2:7][CH2:6]2)[N:3]1[C:9]([O:11][C:12]([CH3:15])([CH3:14])[CH3:13])=[O:10].[OH-].[Li+].CC[O:20]CC.O. (8) Given the product [Br:1][C:2]1[CH:7]=[N:6][CH:5]=[C:4]([C:8]#[N:10])[CH:3]=1, predict the reactants needed to synthesize it. The reactants are: [Br:1][C:2]1[CH:3]=[C:4]([C:8]([NH2:10])=O)[CH:5]=[N:6][CH:7]=1.